This data is from Reaction yield outcomes from USPTO patents with 853,638 reactions. The task is: Predict the reaction yield, written as a fraction of the theoretical maximum amount of product (1.0 means a 100% yield; for example, 0.34 means a 34% yield). (1) The reactants are [F:1][C:2]1[CH:3]=[C:4]([CH:9]=[C:10]([C:14]2[CH:19]=[CH:18][C:17]([F:20])=[CH:16][CH:15]=2)[C:11]([OH:13])=O)[CH:5]=[CH:6][C:7]=1[F:8].CCN=C=NCCCN(C)C.C1C=CC2N(O)N=NC=2C=1.[NH2:42][CH2:43][C:44]1[CH:59]=[CH:58][C:47]([C:48]([NH:50][C:51]2[CH:56]=[CH:55][CH:54]=[CH:53][C:52]=2[NH2:57])=[O:49])=[CH:46][CH:45]=1. The catalyst is CN(C=O)C. The product is [NH2:57][C:52]1[CH:53]=[CH:54][CH:55]=[CH:56][C:51]=1[NH:50][C:48](=[O:49])[C:47]1[CH:46]=[CH:45][C:44]([CH2:43][NH:42][C:11](=[O:13])[C:10]([C:14]2[CH:19]=[CH:18][C:17]([F:20])=[CH:16][CH:15]=2)=[CH:9][C:4]2[CH:5]=[CH:6][C:7]([F:8])=[C:2]([F:1])[CH:3]=2)=[CH:59][CH:58]=1. The yield is 0.300. (2) The reactants are [C:1]([C:5]1[CH:10]=[CH:9][C:8]([N+:11]([O-:13])=[O:12])=[CH:7][C:6]=1[S:14](Cl)(=[O:16])=[O:15])([CH3:4])([CH3:3])[CH3:2].[NH4+:18].[OH-]. The catalyst is CCOCC.O. The product is [C:1]([C:5]1[CH:10]=[CH:9][C:8]([N+:11]([O-:13])=[O:12])=[CH:7][C:6]=1[S:14]([NH2:18])(=[O:16])=[O:15])([CH3:4])([CH3:3])[CH3:2]. The yield is 0.340. (3) The reactants are [CH3:1][C:2]1[N:7]=[C:6]([C:8](=O)[CH3:9])[CH:5]=[N:4][C:3]=1[O:11][CH2:12][C:13]([F:16])([F:15])[F:14].[CH3:17][C:18]([S@:21]([NH2:23])=[O:22])([CH3:20])[CH3:19]. No catalyst specified. The product is [CH3:17][C:18]([S@:21]([NH:23][CH:8]([C:6]1[CH:5]=[N:4][C:3]([O:11][CH2:12][C:13]([F:16])([F:15])[F:14])=[C:2]([CH3:1])[N:7]=1)[CH3:9])=[O:22])([CH3:20])[CH3:19]. The yield is 0.680. (4) The reactants are [OH:1][C:2]1[CH:15]=[CH:14][CH:13]=[CH:12][C:3]=1[C:4]([C:6]1[CH:11]=[CH:10][CH:9]=[CH:8][CH:7]=1)=O.[C:16](#[N:20])[CH2:17][C:18]#[N:19].N1CCCCC1. The catalyst is C(O)C. The product is [C:18]([C:17]1[C:16](=[NH:20])[O:1][C:2]2[C:3]([C:4]=1[C:6]1[CH:11]=[CH:10][CH:9]=[CH:8][CH:7]=1)=[CH:12][CH:13]=[CH:14][CH:15]=2)#[N:19]. The yield is 0.480.